This data is from Buchwald-Hartwig C-N cross coupling reaction yields with 55,370 reactions. The task is: Predict the reaction yield, written as a fraction of the theoretical maximum amount of product (1.0 means a 100% yield; for example, 0.34 means a 34% yield). The reactants are FC(F)(F)c1ccc(Br)cc1.Cc1ccc(N)cc1.O=S(=O)(O[Pd]1c2ccccc2-c2ccccc2N~1)C(F)(F)F.COc1ccc(OC)c(P([C@]23C[C@H]4C[C@H](C[C@H](C4)C2)C3)[C@]23C[C@H]4C[C@H](C[C@H](C4)C2)C3)c1-c1c(C(C)C)cc(C(C)C)cc1C(C)C.CN(C)C(=NC(C)(C)C)N(C)C.CCOC(=O)c1cc(C)no1. No catalyst specified. The product is Cc1ccc(Nc2ccc(C(F)(F)F)cc2)cc1. The yield is 0.324.